This data is from Reaction yield outcomes from USPTO patents with 853,638 reactions. The task is: Predict the reaction yield, written as a fraction of the theoretical maximum amount of product (1.0 means a 100% yield; for example, 0.34 means a 34% yield). The reactants are [CH:1]1[C:10]2[C:5](=[CH:6][CH:7]=[CH:8][CH:9]=2)[CH:4]=[CH:3][C:2]=1C(O)=O.Cl.[NH2:15]O. No catalyst specified. The product is [CH:1]1[C:10]2[C:5](=[CH:6][CH:7]=[CH:8][CH:9]=2)[CH:4]=[CH:3][C:2]=1[NH2:15]. The yield is 0.340.